Dataset: Full USPTO retrosynthesis dataset with 1.9M reactions from patents (1976-2016). Task: Predict the reactants needed to synthesize the given product. Given the product [CH2:27]([O:26][C:25]([NH:24][C:20]1[C:19]([F:35])=[C:18]([C:3]2[C:4]3[C:12]4[C:7](=[CH:8][C:9]([O:13][CH2:14][CH2:15][O:16][CH3:17])=[CH:10][CH:11]=4)[NH:6][C:5]=3[C:37]([C:38]([O:40][CH2:41][CH3:42])=[O:39])=[N:1][CH:2]=2)[CH:23]=[CH:22][CH:21]=1)=[O:34])[C:28]1[CH:33]=[CH:32][CH:31]=[CH:30][CH:29]=1, predict the reactants needed to synthesize it. The reactants are: [NH2:1][CH2:2][CH:3]([C:18]1[C:19]([F:35])=[C:20]([NH:24][C:25](=[O:34])[O:26][CH2:27][C:28]2[CH:33]=[CH:32][CH:31]=[CH:30][CH:29]=2)[CH:21]=[CH:22][CH:23]=1)[C:4]1[C:12]2[C:7](=[CH:8][C:9]([O:13][CH2:14][CH2:15][O:16][CH3:17])=[CH:10][CH:11]=2)[NH:6][CH:5]=1.O=[CH:37][C:38]([O:40][CH2:41][CH3:42])=[O:39].Cl.O1CCOCC1.